The task is: Predict the product of the given reaction.. This data is from Forward reaction prediction with 1.9M reactions from USPTO patents (1976-2016). (1) Given the reactants [NH2:1][CH2:2][C@@H:3]1[C@H:7]2[O:8][C:9]([CH3:12])([CH3:11])[O:10][C@H:6]2[C@H:5]([N:13]2[CH:21]=[N:20][C:19]3[C:14]2=[N:15][CH:16]=[N:17][C:18]=3[NH2:22])[O:4]1.[CH3:23][C:24]([CH3:26])=O, predict the reaction product. The product is: [CH:24]([NH:1][CH2:2][C@@H:3]1[C@H:7]2[O:8][C:9]([CH3:12])([CH3:11])[O:10][C@H:6]2[C@H:5]([N:13]2[CH:21]=[N:20][C:19]3[C:14]2=[N:15][CH:16]=[N:17][C:18]=3[NH2:22])[O:4]1)([CH3:26])[CH3:23]. (2) The product is: [N:6]1([C:11]2[CH:16]=[CH:15][C:14]([C:17]3[CH:22]=[CH:21][C:20]([N:23]4[CH2:27][C@H:26]([CH2:28][N:1]5[CH:5]=[CH:4][N:3]=[N:2]5)[O:25][C:24]4=[O:30])=[CH:19][C:18]=3[F:31])=[CH:13][N:12]=2)[CH:10]=[N:9][CH:8]=[N:7]1. Given the reactants [NH:1]1[CH:5]=[CH:4][N:3]=[N:2]1.[N:6]1([C:11]2[CH:16]=[CH:15][C:14]([C:17]3[CH:22]=[CH:21][C:20]([N:23]4[CH2:27][C@H:26]([CH2:28]O)[O:25][C:24]4=[O:30])=[CH:19][C:18]=3[F:31])=[CH:13][N:12]=2)[CH:10]=[N:9][CH:8]=[N:7]1, predict the reaction product. (3) Given the reactants [F:1][C:2]1[N:6]([CH3:7])[N:5]=[C:4]([C:8]([F:11])([F:10])[F:9])[C:3]=1[CH:12]=O.P(Br)(Br)[Br:15].O, predict the reaction product. The product is: [Br:15][CH2:12][C:3]1[C:4]([C:8]([F:11])([F:10])[F:9])=[N:5][N:6]([CH3:7])[C:2]=1[F:1]. (4) Given the reactants [CH2:1]([O:3][C:4](=[O:18])[C:5]([O:8][C:9]1[CH:14]=[CH:13][C:12]([CH2:15][CH2:16][NH2:17])=[CH:11][CH:10]=1)([CH3:7])[CH3:6])[CH3:2].[CH:19]1([C:22]2[C:27]([C:28](O)=[O:29])=[CH:26][N:25]=[C:24]([C:31]3[CH:36]=[CH:35][C:34]([C:37]([F:40])([F:39])[F:38])=[CH:33][CH:32]=3)[N:23]=2)[CH2:21][CH2:20]1, predict the reaction product. The product is: [CH2:1]([O:3][C:4](=[O:18])[C:5]([O:8][C:9]1[CH:10]=[CH:11][C:12]([CH2:15][CH2:16][NH:17][C:28]([C:27]2[C:22]([CH:19]3[CH2:21][CH2:20]3)=[N:23][C:24]([C:31]3[CH:32]=[CH:33][C:34]([C:37]([F:39])([F:40])[F:38])=[CH:35][CH:36]=3)=[N:25][CH:26]=2)=[O:29])=[CH:13][CH:14]=1)([CH3:7])[CH3:6])[CH3:2]. (5) The product is: [CH3:1][O:2][CH2:3][CH2:4][O:5][CH2:6][O:7][C:8]1[CH:13]=[CH:12][CH:11]=[CH:10][C:9]=1[N:14]1[CH2:19][CH2:18][N:17]([CH2:27][C:28]([NH:30][C:31]2[CH:36]=[CH:35][CH:34]=[CH:33][N:32]=2)=[O:29])[CH2:16][CH2:15]1. Given the reactants [CH3:1][O:2][CH2:3][CH2:4][O:5][CH2:6][O:7][C:8]1[CH:13]=[CH:12][CH:11]=[CH:10][C:9]=1[N:14]1[CH2:19][CH2:18][NH:17][CH2:16][CH2:15]1.C(=O)([O-])[O-].[K+].[K+].Cl[CH2:27][C:28]([NH:30][C:31]1[CH:36]=[CH:35][CH:34]=[CH:33][N:32]=1)=[O:29].[I-].[Na+], predict the reaction product.